Dataset: Peptide-MHC class II binding affinity with 134,281 pairs from IEDB. Task: Regression. Given a peptide amino acid sequence and an MHC pseudo amino acid sequence, predict their binding affinity value. This is MHC class II binding data. (1) The peptide sequence is KYYLRLWAPELAKSQ. The MHC is HLA-DPA10201-DPB11401 with pseudo-sequence HLA-DPA10201-DPB11401. The binding affinity (normalized) is 0.551. (2) The peptide sequence is HQQGRCRTCVYNMMG. The MHC is DRB1_1101 with pseudo-sequence DRB1_1101. The binding affinity (normalized) is 0.436. (3) The peptide sequence is AASTAGTTVYGAFAA. The MHC is HLA-DQA10401-DQB10402 with pseudo-sequence HLA-DQA10401-DQB10402. The binding affinity (normalized) is 0.529. (4) The peptide sequence is AEEVEKIEKTEEPAP. The MHC is DRB3_0101 with pseudo-sequence DRB3_0101. The binding affinity (normalized) is 0.171. (5) The peptide sequence is QLSALWARFPLPVIP. The MHC is HLA-DPA10201-DPB10501 with pseudo-sequence HLA-DPA10201-DPB10501. The binding affinity (normalized) is 0.342. (6) The peptide sequence is EAETMTPSGLVIPEN. The MHC is DRB1_1501 with pseudo-sequence DRB1_1501. The binding affinity (normalized) is 0. (7) The peptide sequence is DYLILKNLTGLVSAG. The MHC is DRB1_0301 with pseudo-sequence DRB1_0301. The binding affinity (normalized) is 0.652.